From a dataset of Reaction yield outcomes from USPTO patents with 853,638 reactions. Predict the reaction yield, written as a fraction of the theoretical maximum amount of product (1.0 means a 100% yield; for example, 0.34 means a 34% yield). The reactants are [CH3:1][O:2][C:3]1[C:8]([CH2:9][NH:10][C:11]2[CH:16]=[CH:15][CH:14]=[CH:13][C:12]=2[O:17][C:18]2[CH:23]=[CH:22][CH:21]=[CH:20][CH:19]=2)=[CH:7][CH:6]=[CH:5][N:4]=1.[C:24](Cl)(=[O:26])[CH3:25]. The catalyst is C(Cl)Cl.CN(C)C1C=CN=CC=1. The product is [CH3:1][O:2][C:3]1[C:8]([CH2:9][N:10]([C:11]2[CH:16]=[CH:15][CH:14]=[CH:13][C:12]=2[O:17][C:18]2[CH:23]=[CH:22][CH:21]=[CH:20][CH:19]=2)[C:24](=[O:26])[CH3:25])=[CH:7][CH:6]=[CH:5][N:4]=1. The yield is 0.970.